From a dataset of Full USPTO retrosynthesis dataset with 1.9M reactions from patents (1976-2016). Predict the reactants needed to synthesize the given product. Given the product [Si:15]([O:14][CH2:13][CH2:12][N:4]1[C:5]2[C:10](=[CH:9][CH:8]=[CH:7][CH:6]=2)[CH2:11][C@@H:2]([NH:1][C:33]([C:31]2[NH:30][C:27]3=[CH:28][N:29]=[C:24]([Cl:23])[CH:25]=[C:26]3[CH:32]=2)=[O:34])[C:3]1=[O:22])([C:18]([CH3:19])([CH3:21])[CH3:20])([CH3:17])[CH3:16], predict the reactants needed to synthesize it. The reactants are: [NH2:1][C@@H:2]1[CH2:11][C:10]2[C:5](=[CH:6][CH:7]=[CH:8][CH:9]=2)[N:4]([CH2:12][CH2:13][O:14][Si:15]([C:18]([CH3:21])([CH3:20])[CH3:19])([CH3:17])[CH3:16])[C:3]1=[O:22].[Cl:23][C:24]1[CH:25]=[C:26]2[CH:32]=[C:31]([C:33](O)=[O:34])[NH:30][C:27]2=[CH:28][N:29]=1.CCN(C(C)C)C(C)C.C1C=CC2N(O)N=NC=2C=1.CCN=C=NCCCN(C)C.